Dataset: NCI-60 drug combinations with 297,098 pairs across 59 cell lines. Task: Regression. Given two drug SMILES strings and cell line genomic features, predict the synergy score measuring deviation from expected non-interaction effect. (1) Drug 1: CC1C(C(=O)NC(C(=O)N2CCCC2C(=O)N(CC(=O)N(C(C(=O)O1)C(C)C)C)C)C(C)C)NC(=O)C3=C4C(=C(C=C3)C)OC5=C(C(=O)C(=C(C5=N4)C(=O)NC6C(OC(=O)C(N(C(=O)CN(C(=O)C7CCCN7C(=O)C(NC6=O)C(C)C)C)C)C(C)C)C)N)C. Drug 2: COC1=C2C(=CC3=C1OC=C3)C=CC(=O)O2. Cell line: MDA-MB-231. Synergy scores: CSS=14.0, Synergy_ZIP=-5.11, Synergy_Bliss=0.596, Synergy_Loewe=-16.5, Synergy_HSA=-2.30. (2) Drug 1: C1=CC(=CC=C1C#N)C(C2=CC=C(C=C2)C#N)N3C=NC=N3. Drug 2: C1C(C(OC1N2C=NC3=C(N=C(N=C32)Cl)N)CO)O. Cell line: SF-268. Synergy scores: CSS=4.24, Synergy_ZIP=-2.29, Synergy_Bliss=-3.09, Synergy_Loewe=-8.46, Synergy_HSA=-6.92. (3) Drug 1: CC1=C2C(C(=O)C3(C(CC4C(C3C(C(C2(C)C)(CC1OC(=O)C(C(C5=CC=CC=C5)NC(=O)OC(C)(C)C)O)O)OC(=O)C6=CC=CC=C6)(CO4)OC(=O)C)OC)C)OC. Drug 2: CC1=C(C(CCC1)(C)C)C=CC(=CC=CC(=CC(=O)O)C)C. Cell line: M14. Synergy scores: CSS=58.5, Synergy_ZIP=6.29, Synergy_Bliss=6.25, Synergy_Loewe=-30.7, Synergy_HSA=5.68.